From a dataset of CYP2D6 inhibition data for predicting drug metabolism from PubChem BioAssay. Regression/Classification. Given a drug SMILES string, predict its absorption, distribution, metabolism, or excretion properties. Task type varies by dataset: regression for continuous measurements (e.g., permeability, clearance, half-life) or binary classification for categorical outcomes (e.g., BBB penetration, CYP inhibition). Dataset: cyp2d6_veith. (1) The molecule is COc1ccc(NC2=NC(=S)N(c3ccc(C)cc3)C23CCCCC3)cc1. The result is 0 (non-inhibitor). (2) The molecule is Cc1cccc(NC(=S)NC(=O)c2cccs2)n1. The result is 0 (non-inhibitor). (3) The molecule is CCCCN(C)CCCNC(=O)c1ccc(N2CCCC2=O)cc1. The result is 0 (non-inhibitor).